Dataset: Reaction yield outcomes from USPTO patents with 853,638 reactions. Task: Predict the reaction yield, written as a fraction of the theoretical maximum amount of product (1.0 means a 100% yield; for example, 0.34 means a 34% yield). (1) The yield is 0.340. The catalyst is O.C([O-])(=O)C.[Pd+2].C([O-])(=O)C.C(#N)C. The reactants are Br[C:2]1[CH:3]=[N:4][CH:5]=[C:6]([Br:8])[CH:7]=1.[CH3:9][CH:10]([OH:14])[CH2:11][CH:12]=[CH2:13].C1(C)C=CC=CC=1P(C1C=CC=CC=1C)C1C=CC=CC=1C.C(N(CC)CC)C. The product is [Br:8][C:6]1[CH:7]=[C:2](/[CH:13]=[CH:12]/[CH2:11][CH:10]([OH:14])[CH3:9])[CH:3]=[N:4][CH:5]=1. (2) The yield is 0.480. The reactants are [C:1]1([C:7]2[NH:8][CH:9]=[CH:10][N:11]=2)[CH:6]=[CH:5][CH:4]=[CH:3][CH:2]=1.Br[CH2:13][C:14]([O:16][CH2:17][C:18]1[CH:23]=[CH:22][CH:21]=[CH:20][CH:19]=1)=[O:15].C(=O)([O-])[O-].[K+].[K+]. The product is [CH2:17]([O:16][C:14](=[O:15])[CH2:13][N:11]1[CH:10]=[CH:9][N:8]=[C:7]1[C:1]1[CH:2]=[CH:3][CH:4]=[CH:5][CH:6]=1)[C:18]1[CH:23]=[CH:22][CH:21]=[CH:20][CH:19]=1. The catalyst is CN(C=O)C.O. (3) The reactants are C(OC([N:8]1[C@@H:12]([CH2:13][C:14]2[CH:19]=[CH:18][CH:17]=[CH:16][CH:15]=2)[C:11](=[O:20])OC1)=O)(C)(C)C.Br[CH2:22][Cl:23].C([Li])CCC.Cl. The catalyst is CCCCCC.O1CCCC1. The product is [ClH:23].[NH2:8][C@@H:12]([CH2:13][C:14]1[CH:15]=[CH:16][CH:17]=[CH:18][CH:19]=1)[C:11](=[O:20])[CH2:22][Cl:23]. The yield is 0.770. (4) The reactants are CS(O[CH2:6][CH2:7][CH2:8][C:9]1[C:17]2[C:12](=[CH:13][CH:14]=[CH:15][CH:16]=2)[N:11]([CH2:18][CH2:19][O:20][Si:21]([C:24]([CH3:27])([CH3:26])[CH3:25])([CH3:23])[CH3:22])[CH:10]=1)(=O)=O.[I-:28].[Na+]. No catalyst specified. The product is [Si:21]([O:20][CH2:19][CH2:18][N:11]1[C:12]2[C:17](=[CH:16][CH:15]=[CH:14][CH:13]=2)[C:9]([CH2:8][CH2:7][CH2:6][I:28])=[CH:10]1)([C:24]([CH3:27])([CH3:26])[CH3:25])([CH3:23])[CH3:22]. The yield is 0.710. (5) The reactants are C(OC(=O)[CH2:5][NH:6][S:7](C1C=CC(OCC#CC)=CC=1)(=[O:9])=[O:8])C.C(=O)([O-])[O-].[K+].[K+].Cl.[N:29]1[CH:34]=[CH:33][CH:32]=[C:31](CCl)[CH:30]=1. The catalyst is CN(C=O)C.CCOCC.O. The product is [N:29]1[CH:30]=[CH:31][CH:32]=[CH:33][C:34]=1[CH2:5][NH:6][SH:7](=[O:9])=[O:8]. The yield is 0.860. (6) The reactants are [Cl:1][C:2]1[C:3]([C:15]([NH2:17])=[O:16])=[N:4][N:5]([C:8]2[CH:13]=[C:12](I)[CH:11]=[CH:10][N:9]=2)[C:6]=1[CH3:7].[CH3:18][C:19]1[O:23][N:22]=[C:21]([C@:24]([OH:28])([C:26]#[CH:27])[CH3:25])[CH:20]=1. No catalyst specified. The product is [Cl:1][C:2]1[C:3]([C:15]([NH2:17])=[O:16])=[N:4][N:5]([C:8]2[CH:13]=[C:12]([C:27]#[C:26][C@@:24]([OH:28])([C:21]3[CH:20]=[C:19]([CH3:18])[O:23][N:22]=3)[CH3:25])[CH:11]=[CH:10][N:9]=2)[C:6]=1[CH3:7]. The yield is 0.230. (7) The reactants are I[C:2]1[C:11]2[C:6](=[CH:7][CH:8]=[CH:9][CH:10]=2)[CH:5]=[CH:4][C:3]=1[O:12][CH3:13].[CH3:14][C:15]1[CH:22]=[C:21]([CH3:23])[CH:20]=[CH:19][C:16]=1[CH:17]=[CH2:18]. No catalyst specified. The product is [CH3:14][C:15]1[CH:22]=[C:21]([CH3:23])[CH:20]=[CH:19][C:16]=1/[CH:17]=[CH:18]/[C:2]1[C:11]2[C:6](=[CH:7][CH:8]=[CH:9][CH:10]=2)[CH:5]=[CH:4][C:3]=1[O:12][CH3:13]. The yield is 0.950. (8) The reactants are CC([NH:9][S:10](/[CH:13]=[CH:14]/[C:15]1[CH:16]=[N:17][CH:18]=[CH:19][CH:20]=1)(=[O:12])=[O:11])(C)CC(C)(C)C.FC(F)(F)C(O)=O. The catalyst is ClCCl. The product is [N:17]1[CH:18]=[CH:19][CH:20]=[C:15](/[CH:14]=[CH:13]/[S:10]([NH2:9])(=[O:11])=[O:12])[CH:16]=1. The yield is 0.730. (9) The reactants are [C:1]([C:5]1[CH:10]=[C:9]([Br:11])[C:8]([N+:12]([O-:14])=[O:13])=[CH:7][C:6]=1[OH:15])([CH3:4])([CH3:3])[CH3:2].[C:16]([O-])([O-])=O.[Cs+].[Cs+].CI. The catalyst is CN(C=O)C.O. The product is [C:1]([C:5]1[CH:10]=[C:9]([Br:11])[C:8]([N+:12]([O-:14])=[O:13])=[CH:7][C:6]=1[O:15][CH3:16])([CH3:4])([CH3:2])[CH3:3]. The yield is 0.690.